This data is from Catalyst prediction with 721,799 reactions and 888 catalyst types from USPTO. The task is: Predict which catalyst facilitates the given reaction. (1) Reactant: CN1CCOCC1.[Cl:8]C1N=C(OC)N=C(OC)N=1.[NH:19]1[C:27]2[C:22](=[CH:23][CH:24]=[CH:25][CH:26]=2)[C:21]([CH2:28][C:29]([OH:31])=O)=[CH:20]1.[CH3:32][N:33]([CH3:47])[C:34]1([C:41]2[CH:46]=[CH:45][CH:44]=[CH:43][CH:42]=2)[CH2:39][CH2:38][CH:37]([NH2:40])[CH2:36][CH2:35]1. Product: [ClH:8].[CH3:32][N:33]([CH3:47])[C:34]1([C:41]2[CH:46]=[CH:45][CH:44]=[CH:43][CH:42]=2)[CH2:39][CH2:38][CH:37]([NH:40][C:29](=[O:31])[CH2:28][C:21]2[C:22]3[C:27](=[CH:26][CH:25]=[CH:24][CH:23]=3)[NH:19][CH:20]=2)[CH2:36][CH2:35]1. The catalyst class is: 1. (2) Reactant: [C:1]1([CH:7]([C:10]2[CH:15]=[CH:14][CH:13]=[CH:12][CH:11]=2)[C:8]#[N:9])[CH:6]=[CH:5][CH:4]=[CH:3][CH:2]=1.CC([O-])(C)C.[K+].[CH2:22]([N:24]1[CH2:28][CH2:27][C@H:26](C2C=C(C)C=CC=2S([O-])(=O)=O)[CH2:25]1)[CH3:23].O. Product: [CH2:22]([N:24]1[CH2:28][CH2:27][C@H:26]([C:7]([C:1]2[CH:2]=[CH:3][CH:4]=[CH:5][CH:6]=2)([C:10]2[CH:11]=[CH:12][CH:13]=[CH:14][CH:15]=2)[C:8]#[N:9])[CH2:25]1)[CH3:23]. The catalyst class is: 11. (3) Reactant: [CH2:1]([O:11][C:12]1[CH:28]=[CH:27][C:15]([C:16]([O:18][C:19]2[CH:24]=[CH:23][C:22]([CH:25]=[O:26])=[CH:21][CH:20]=2)=[O:17])=[CH:14][CH:13]=1)[CH2:2][CH2:3][CH2:4][CH2:5][CH2:6][CH2:7][CH2:8][CH2:9][CH3:10].[CH2:29](OC1C=CC(C(OC)=O)=CC=1)[CH2:30]CCCCCCCCCC.[OH-].[K+].C(Cl)(=O)C(Cl)=O.OC1C=CC(C=O)=CC=1.C(N(CC)CC)C. Product: [CH2:1]([O:11][C:12]1[CH:28]=[CH:27][C:15]([C:16]([O:18][C:19]2[CH:24]=[CH:23][C:22]([CH:25]=[O:26])=[CH:21][CH:20]=2)=[O:17])=[CH:14][CH:13]=1)[CH2:2][CH2:3][CH2:4][CH2:5][CH2:6][CH2:7][CH2:8][CH2:9][CH2:10][CH2:29][CH3:30]. The catalyst class is: 142. (4) Reactant: [NH2:1][C:2]1[CH:7]=[CH:6][CH:5]=[CH:4][CH:3]=1.C[S:9](Cl)(=[O:11])=[O:10].[N:13]1C=CC=CC=1. Product: [CH:7]1[C:2]([NH2:1])=[CH:3][CH:4]=[C:5]([S:9]([NH2:13])(=[O:11])=[O:10])[CH:6]=1. The catalyst class is: 2.